Dataset: Full USPTO retrosynthesis dataset with 1.9M reactions from patents (1976-2016). Task: Predict the reactants needed to synthesize the given product. (1) Given the product [C:1]([O:5][C:6]([N:8]1[CH2:13][CH2:12][CH:11]([CH2:14][NH:15][C:24]2[NH:23][C:27]3[CH:38]=[CH:33][CH:34]=[CH:35][C:26]=3[N:25]=2)[CH2:10][CH2:9]1)=[O:7])([CH3:4])([CH3:3])[CH3:2], predict the reactants needed to synthesize it. The reactants are: [C:1]([O:5][C:6]([N:8]1[CH2:13][CH2:12][CH:11]([CH2:14][NH2:15])[CH2:10][CH2:9]1)=[O:7])([CH3:4])([CH3:3])[CH3:2].C([N:23]1[CH:27]=[CH:26][N:25]=[CH:24]1)([N:23]1[CH:27]=[CH:26][N:25]=[CH:24]1)=S.N1C=CN=C1.[C:33]1(N)[CH:38]=CC=[CH:35][C:34]=1N.C(N=C=NC(C)C)(C)C. (2) Given the product [F:33][C:2]1([F:1])[CH2:7][CH2:6][CH2:5][N:4]([C:8]2[C:9]([NH:21][C:22]([C:24]3[CH:25]=[N:26][N:27]4[CH:32]=[CH:31][CH:30]=[N:29][C:28]=34)=[O:23])=[CH:10][NH:11][N:12]=2)[CH2:3]1, predict the reactants needed to synthesize it. The reactants are: [F:1][C:2]1([F:33])[CH2:7][CH2:6][CH2:5][N:4]([C:8]2[N:12](CCOC[Si](C)(C)C)[N:11]=[CH:10][C:9]=2[NH:21][C:22]([C:24]2[CH:25]=[N:26][N:27]3[CH:32]=[CH:31][CH:30]=[N:29][C:28]=23)=[O:23])[CH2:3]1.Cl.